Predict the reactants needed to synthesize the given product. From a dataset of Full USPTO retrosynthesis dataset with 1.9M reactions from patents (1976-2016). (1) Given the product [CH2:4]([O:6][C:7]([C:8]1[C:9]([CH2:10][CH3:11])=[C:12]([C:13]2[CH:18]=[CH:17][C:16]([Cl:19])=[CH:15][CH:14]=2)[NH:3][N:2]=1)=[O:22])[CH3:5], predict the reactants needed to synthesize it. The reactants are: O.[NH2:2][NH2:3].[CH2:4]([O:6][C:7](=[O:22])[C:8](=O)[CH:9]([C:12](=O)[C:13]1[CH:18]=[CH:17][C:16]([Cl:19])=[CH:15][CH:14]=1)[CH2:10][CH3:11])[CH3:5]. (2) Given the product [C:1]([O:5][C:6]([N:8]1[CH2:13][CH2:12][O:11][C@H:10]([CH2:14][C:15]2[CH:16]=[N:17][C:18]([O:21][CH3:22])=[CH:19][CH:20]=2)[CH2:9]1)=[O:7])([CH3:3])([CH3:4])[CH3:2], predict the reactants needed to synthesize it. The reactants are: [C:1]([O:5][C:6]([N:8]1[CH2:13][CH2:12][O:11][C@H:10]([CH:14](Br)[C:15]2[CH:16]=[N:17][C:18]([O:21][CH3:22])=[CH:19][CH:20]=2)[CH2:9]1)=[O:7])([CH3:4])([CH3:3])[CH3:2]. (3) Given the product [OH:22][CH2:21][C:19]1[CH:20]=[C:11]2[CH:10]3[CH2:16][CH:14]([CH2:15][NH:8][CH2:9]3)[CH2:13][N:12]2[C:17](=[O:23])[CH:18]=1, predict the reactants needed to synthesize it. The reactants are: C(OC([N:8]1[CH2:15][CH:14]2[CH2:16][CH:10]([C:11]3[N:12]([C:17](=[O:23])[CH:18]=[C:19]([CH2:21][OH:22])[CH:20]=3)[CH2:13]2)[CH2:9]1)=O)(C)(C)C. (4) Given the product [OH:3][C@@H:2]1[C@@H:4]2[O:5][Si:19]([CH:29]([CH3:31])[CH3:30])([CH:32]([CH3:34])[CH3:33])[O:20][Si:21]([CH:25]([CH3:27])[CH3:26])([CH:22]([CH3:23])[CH3:24])[O:8][CH2:7][C@H:6]2[O:9][C@H:1]1[N:10]1[CH:17]=[CH:16][C:14](=[O:15])[NH:13][C:11]1=[O:12], predict the reactants needed to synthesize it. The reactants are: [C@@H:1]1([N:10]2[CH:17]=[CH:16][C:14](=[O:15])[NH:13][C:11]2=[O:12])[O:9][C@H:6]([CH2:7][OH:8])[C@@H:4]([OH:5])[C@H:2]1[OH:3].Cl[Si:19]([CH:32]([CH3:34])[CH3:33])([CH:29]([CH3:31])[CH3:30])[O:20][Si:21](Cl)([CH:25]([CH3:27])[CH3:26])[CH:22]([CH3:24])[CH3:23]. (5) Given the product [Cl:11][C:12]1[CH:13]=[C:14]([NH:15][C:7]2[N:8]=[C:3]([NH:2][CH3:1])[N:4]=[C:5]([Cl:10])[N:6]=2)[CH:16]=[C:17]([Cl:19])[CH:18]=1, predict the reactants needed to synthesize it. The reactants are: [CH3:1][NH:2][C:3]1[N:8]=[C:7](Cl)[N:6]=[C:5]([Cl:10])[N:4]=1.[Cl:11][C:12]1[CH:13]=[C:14]([CH:16]=[C:17]([Cl:19])[CH:18]=1)[NH2:15].C(Cl)Cl.[K+].[Br-]. (6) Given the product [CH:1]1([CH2:6][CH2:7][CH:8]=[O:9])[CH2:5][CH2:4][CH2:3][CH2:2]1, predict the reactants needed to synthesize it. The reactants are: [CH:1]1([CH2:6][CH2:7][CH2:8][OH:9])[CH2:5][CH2:4][CH2:3][CH2:2]1.[Cr](Cl)([O-])(=O)=O.[NH+]1C=CC=CC=1.[Mn]([O-])(=O)(=O)=O.[K+]. (7) Given the product [NH2:1][C:2]1[N:6]([CH3:7])[C:5](=[O:8])[C:4]([C:15]2[CH:20]=[CH:19][CH:18]=[C:17]([O:21][CH2:23][CH2:24][CH3:25])[CH:16]=2)([C:9]2[CH:14]=[CH:13][N:12]=[CH:11][CH:10]=2)[N:3]=1, predict the reactants needed to synthesize it. The reactants are: [NH2:1][C:2]1[N:6]([CH3:7])[C:5](=[O:8])[C:4]([C:15]2[CH:20]=[CH:19][CH:18]=[C:17]([OH:21])[CH:16]=2)([C:9]2[CH:14]=[CH:13][N:12]=[CH:11][CH:10]=2)[N:3]=1.I[CH2:23][CH2:24][CH3:25].C([O-])([O-])=O.[Cs+].[Cs+]. (8) Given the product [N:16]1[CH:17]=[CH:18][CH:19]=[CH:20][C:15]=1[C:13]1[O:14][C:10]([C:22]2[CH:27]=[C:26]([F:28])[CH:25]=[C:24]([N:29]3[CH:33]=[CH:32][N:31]=[CH:30]3)[CH:23]=2)=[CH:11][CH:12]=1, predict the reactants needed to synthesize it. The reactants are: C[Sn](C)C.C[Sn](C)C.Br[C:10]1[O:14][C:13]([C:15]2[CH:20]=[CH:19][CH:18]=[CH:17][N:16]=2)=[CH:12][CH:11]=1.Br[C:22]1[CH:23]=[C:24]([N:29]2[CH:33]=[CH:32][N:31]=[CH:30]2)[CH:25]=[C:26]([F:28])[CH:27]=1. (9) Given the product [NH2:1][C:2]1[N:17]=[CH:16][C:15]([C:29]2[S:30][C:26]([CH2:25][N:19]3[CH2:20][CH2:21][O:22][CH2:23][CH2:24]3)=[CH:27][CH:28]=2)=[CH:14][C:3]=1[C:4]([NH:6][C:7]1[CH:12]=[CH:11][N:10]=[CH:9][C:8]=1[CH3:13])=[O:5], predict the reactants needed to synthesize it. The reactants are: [NH2:1][C:2]1[N:17]=[CH:16][C:15](Br)=[CH:14][C:3]=1[C:4]([NH:6][C:7]1[CH:12]=[CH:11][N:10]=[CH:9][C:8]=1[CH3:13])=[O:5].[N:19]1([CH2:25][C:26]2[S:30][C:29](B3OC(C)(C)C(C)(C)O3)=[CH:28][CH:27]=2)[CH2:24][CH2:23][O:22][CH2:21][CH2:20]1. (10) Given the product [CH3:22][N:19]1[CH:20]=[CH:21][C:17]([CH2:16][O:15][C:12]2[CH:13]=[CH:14][C:9]3[N:8]=[C:7]([C@H:23]4[CH2:28][CH2:27][CH2:26][CH2:25][C@H:24]4[C:29]([OH:31])=[O:30])[N:6]([CH2:5][C:4]4[CH:32]=[CH:33][CH:34]=[C:2]([N:35]5[CH2:40][CH2:39][CH2:38][CH2:37][CH2:36]5)[CH:3]=4)[C:10]=3[CH:11]=2)=[N:18]1, predict the reactants needed to synthesize it. The reactants are: Br[C:2]1[CH:3]=[C:4]([CH:32]=[CH:33][CH:34]=1)[CH2:5][N:6]1[C:10]2[CH:11]=[C:12]([O:15][CH2:16][C:17]3[CH:21]=[CH:20][N:19]([CH3:22])[N:18]=3)[CH:13]=[CH:14][C:9]=2[N:8]=[C:7]1[C@H:23]1[CH2:28][CH2:27][CH2:26][CH2:25][C@H:24]1[C:29]([OH:31])=[O:30].[NH:35]1[CH2:40][CH2:39][CH2:38][CH2:37][CH2:36]1.